This data is from Forward reaction prediction with 1.9M reactions from USPTO patents (1976-2016). The task is: Predict the product of the given reaction. Given the reactants [C:1]([O:5][C:6]([NH:8][C@@H:9]([CH:18]([CH3:20])[CH3:19])[C:10](=[O:17])[CH2:11][C:12]([O:14][CH2:15][CH3:16])=[O:13])=[O:7])([CH3:4])([CH3:3])[CH3:2].[C:21]([O:25]C(NC(C1CCOC1)C(O)=O)=O)(C)(C)C, predict the reaction product. The product is: [CH2:15]([O:14][C:12](=[O:13])[CH2:11][C:10](=[O:17])[CH:9]([NH:8][C:6]([O:5][C:1]([CH3:2])([CH3:3])[CH3:4])=[O:7])[CH:18]1[CH2:19][CH2:21][O:25][CH2:20]1)[CH3:16].